Task: Predict the product of the given reaction.. Dataset: Forward reaction prediction with 1.9M reactions from USPTO patents (1976-2016) (1) Given the reactants [NH2:1][CH2:2][C:3]1[CH:4]=[CH:5][C:6]([O:9][C:10]2[CH:11]=[C:12]([CH3:26])[C:13]3[CH:17]([CH2:18][C:19]([O:21]CC)=[O:20])[O:16][B:15]([OH:24])[C:14]=3[CH:25]=2)=[N:7][CH:8]=1.[OH-].[Na+], predict the reaction product. The product is: [NH2:1][CH2:2][C:3]1[CH:4]=[CH:5][C:6]([O:9][C:10]2[CH:11]=[C:12]([CH3:26])[C:13]3[CH:17]([CH2:18][C:19]([OH:21])=[O:20])[O:16][B:15]([OH:24])[C:14]=3[CH:25]=2)=[N:7][CH:8]=1. (2) Given the reactants [C:1]12([CH2:11][C:12](Cl)=[O:13])[CH2:10][CH:5]3[CH2:6][CH:7]([CH2:9][CH:3]([CH2:4]3)[CH2:2]1)[CH2:8]2.[NH2:15][N:16]1[C:24](=[O:25])[C:23]2[C:22]3[CH2:26][CH2:27][CH2:28][C:21]=3[S:20][C:19]=2[N:18]=[C:17]1[CH3:29], predict the reaction product. The product is: [C:1]12([CH2:11][C:12]([NH:15][N:16]3[C:24](=[O:25])[C:23]4[C:22]5[CH2:26][CH2:27][CH2:28][C:21]=5[S:20][C:19]=4[N:18]=[C:17]3[CH3:29])=[O:13])[CH2:10][CH:5]3[CH2:6][CH:7]([CH2:9][CH:3]([CH2:4]3)[CH2:2]1)[CH2:8]2. (3) Given the reactants O.[CH3:2][N:3]1[CH2:10][CH2:9][CH2:8][C@H:4]1[C:5]([OH:7])=O.F[P-](F)(F)(F)(F)F.N1(O[P+](N2CCCC2)(N2CCCC2)N2CCCC2)C2C=CC=CC=2N=N1.C(N(C(C)C)CC)(C)C.[CH3:53]/[C:54](=[CH:60]\[C@@H:61]([N:65]([CH3:74])[C:66](=[O:73])[C@H:67]([C:69]([CH3:72])([CH3:71])[CH3:70])[NH2:68])[CH:62]([CH3:64])[CH3:63])/[C:55]([O:57]CC)=[O:56].[OH-].[Li+], predict the reaction product. The product is: [CH3:2][N:3]1[CH2:10][CH2:9][CH2:8][C@H:4]1[C:5]([NH:68][C@H:67]([C:66]([N:65]([C@@H:61]([CH:62]([CH3:64])[CH3:63])/[CH:60]=[C:54](/[C:55]([OH:57])=[O:56])\[CH3:53])[CH3:74])=[O:73])[C:69]([CH3:71])([CH3:72])[CH3:70])=[O:7].